This data is from Reaction yield outcomes from USPTO patents with 853,638 reactions. The task is: Predict the reaction yield, written as a fraction of the theoretical maximum amount of product (1.0 means a 100% yield; for example, 0.34 means a 34% yield). (1) The reactants are Cl[C:2]1[C:3]([CH:8]2[CH2:11][N:10]([C:12]([O:14][C:15]([CH3:18])([CH3:17])[CH3:16])=[O:13])[CH2:9]2)=[N:4][CH:5]=[CH:6][N:7]=1.[NH:19]1[CH2:24][CH2:23][CH2:22][CH2:21][CH2:20]1.CCN(CC)CC. The catalyst is CS(C)=O.O. The product is [N:19]1([C:2]2[C:3]([CH:8]3[CH2:11][N:10]([C:12]([O:14][C:15]([CH3:18])([CH3:17])[CH3:16])=[O:13])[CH2:9]3)=[N:4][CH:5]=[CH:6][N:7]=2)[CH2:24][CH2:23][CH2:22][CH2:21][CH2:20]1. The yield is 0.760. (2) The reactants are [CH3:1][O:2][C:3]1[N:8]=[C:7]([C:9]#[N:10])[C:6]([N+:11]([O-])=O)=[CH:5][CH:4]=1.Cl[Sn]Cl.[OH-].[Na+]. The catalyst is COCCOCCOC.Cl. The product is [NH2:11][C:6]1[C:7]([C:9]#[N:10])=[N:8][C:3]([O:2][CH3:1])=[CH:4][CH:5]=1. The yield is 0.580.